This data is from Forward reaction prediction with 1.9M reactions from USPTO patents (1976-2016). The task is: Predict the product of the given reaction. (1) Given the reactants [CH:1]1([S:4]([C:7]2[CH:8]=[C:9]([CH:11]=[C:12]([O:14][CH3:15])[CH:13]=2)[NH2:10])(=[O:6])=[O:5])[CH2:3][CH2:2]1.[C:16]([C:20]1[CH:24]=[C:23]([NH:25][C:26]([NH:28][C:29]2[C:38]3[C:33](=[CH:34][CH:35]=[CH:36][CH:37]=3)[C:32]([O:39][C:40]3[CH:45]=[CH:44][N:43]=[C:42](Cl)[N:41]=3)=[CH:31][CH:30]=2)=[O:27])[N:22]([C:47]2[CH:52]=[CH:51][C:50]([O:53][CH3:54])=[CH:49][CH:48]=2)[N:21]=1)([CH3:19])([CH3:18])[CH3:17].C([O-])(O)=O.[Na+], predict the reaction product. The product is: [C:16]([C:20]1[CH:24]=[C:23]([NH:25][C:26]([NH:28][C:29]2[C:38]3[C:33](=[CH:34][CH:35]=[CH:36][CH:37]=3)[C:32]([O:39][C:40]3[CH:45]=[CH:44][N:43]=[C:42]([NH:10][C:9]4[CH:11]=[C:12]([O:14][CH3:15])[CH:13]=[C:7]([S:4]([CH:1]5[CH2:3][CH2:2]5)(=[O:6])=[O:5])[CH:8]=4)[N:41]=3)=[CH:31][CH:30]=2)=[O:27])[N:22]([C:47]2[CH:52]=[CH:51][C:50]([O:53][CH3:54])=[CH:49][CH:48]=2)[N:21]=1)([CH3:19])([CH3:17])[CH3:18]. (2) Given the reactants [CH2:1]([C:4]1[N:5]([CH2:17][CH2:18][CH2:19][CH2:20][CH2:21][C:22]([O:24]CC)=O)[C:6]2[C:15]3[CH:14]=[CH:13][CH:12]=[CH:11][C:10]=3[N:9]=[CH:8][C:7]=2[N:16]=1)[CH2:2][CH3:3].[CH3:27][NH2:28], predict the reaction product. The product is: [CH3:27][NH:28][C:22](=[O:24])[CH2:21][CH2:20][CH2:19][CH2:18][CH2:17][N:5]1[C:6]2[C:15]3[CH:14]=[CH:13][CH:12]=[CH:11][C:10]=3[N:9]=[CH:8][C:7]=2[N:16]=[C:4]1[CH2:1][CH2:2][CH3:3].